This data is from Experimental lipophilicity measurements (octanol/water distribution) for 4,200 compounds from AstraZeneca. The task is: Regression/Classification. Given a drug SMILES string, predict its absorption, distribution, metabolism, or excretion properties. Task type varies by dataset: regression for continuous measurements (e.g., permeability, clearance, half-life) or binary classification for categorical outcomes (e.g., BBB penetration, CYP inhibition). For this dataset (lipophilicity_astrazeneca), we predict Y. (1) The compound is N#CC1(NC(=O)[C@@H]2CCCC[C@H]2C(=O)N2CCc3[nH]c4c(C(F)(F)F)cccc4c3C2)CC1. The Y is 3.75 logD. (2) The compound is O=C(NCC12CC3CC(CC(C3)C1)C2)c1ccccc1Br. The Y is 4.15 logD. (3) The drug is Cc1csc(NC(=O)c2cc(Sc3nncn3C)ccc2N)n1. The Y is 2.30 logD. (4) The drug is FC(F)(F)c1nnc2ccc(NCn3nnc4ccccc43)nn12. The Y is 2.34 logD.